From a dataset of Reaction yield outcomes from USPTO patents with 853,638 reactions. Predict the reaction yield, written as a fraction of the theoretical maximum amount of product (1.0 means a 100% yield; for example, 0.34 means a 34% yield). (1) The reactants are [I-].[K+].CS(O[CH2:8][CH2:9][O:10][C:11]1[C:19]2[C:14](=[N:15][CH:16]=[N:17][C:18]=2[NH:20][C:21]2[CH:26]=[CH:25][C:24]([O:27][C:28]3[CH:29]=[N:30][C:31]([CH3:34])=[CH:32][CH:33]=3)=[C:23]([F:35])[CH:22]=2)[NH:13][N:12]=1)(=O)=O.[CH3:36][N:37]1[CH2:42][CH2:41][NH:40][CH2:39][CH2:38]1. No catalyst specified. The product is [F:35][C:23]1[CH:22]=[C:21]([NH:20][C:18]2[N:17]=[CH:16][N:15]=[C:14]3[NH:13][N:12]=[C:11]([O:10][CH2:9][CH2:8][N:40]4[CH2:41][CH2:42][N:37]([CH3:36])[CH2:38][CH2:39]4)[C:19]=23)[CH:26]=[CH:25][C:24]=1[O:27][C:28]1[CH:29]=[N:30][C:31]([CH3:34])=[CH:32][CH:33]=1. The yield is 0.540. (2) The reactants are P(Cl)(Cl)([Cl:3])=O.[Br:6][C:7]1[CH:8]=[N:9][CH:10]=[C:11]([O:13][CH2:14][CH3:15])[CH:12]=1. The catalyst is C(Cl)Cl.[Cl-].[Na+].O. The product is [Br:6][C:7]1[CH:12]=[C:11]([O:13][CH2:14][CH3:15])[C:10]([Cl:3])=[N:9][CH:8]=1. The yield is 0.856. (3) The reactants are [CH3:1][N:2]([CH2:13][C:14]1[N:18]([C:19]2[CH:26]=[CH:25][CH:24]=[CH:23][C:20]=2[C:21]#[N:22])[C:17]2[CH:27]=[CH:28][CH:29]=[CH:30][C:16]=2[N:15]=1)[CH:3]1[C:12]2[N:11]=[CH:10][CH:9]=[CH:8][C:7]=2[CH2:6][CH2:5][CH2:4]1.NCCCN1C2C=CC=CC=2N=C1CN(C)C1C2N=CC=CC=2CCC1. No catalyst specified. The product is [NH2:22][CH2:21][C:20]1[CH:23]=[CH:24][CH:25]=[CH:26][C:19]=1[N:18]1[C:17]2[CH:27]=[CH:28][CH:29]=[CH:30][C:16]=2[N:15]=[C:14]1[CH2:13][N:2]([CH3:1])[CH:3]1[C:12]2[N:11]=[CH:10][CH:9]=[CH:8][C:7]=2[CH2:6][CH2:5][CH2:4]1. The yield is 0.780. (4) The reactants are [Br:1][C:2]1[CH:7]=[C:6]([F:8])[CH:5]=[CH:4][C:3]=1[C:9]([CH3:13])([CH3:12])[C:10]#N.[OH-:14].[Na+].C([OH:18])C. The catalyst is O1CCOCCOCCOCCOCCOCC1. The product is [Br:1][C:2]1[CH:7]=[C:6]([F:8])[CH:5]=[CH:4][C:3]=1[C:9]([CH3:13])([CH3:12])[C:10]([OH:18])=[O:14]. The yield is 0.930. (5) The reactants are [C:1]1([C:7]2[CH:16]=[CH:15][C:14]3[C:9](=[CH:10][C:11]([CH2:17][NH2:18])=[CH:12][CH:13]=3)[N:8]=2)[CH:6]=[CH:5][CH:4]=[CH:3][CH:2]=1.[CH3:19][O:20][C:21]1[CH:36]=[CH:35][C:24]([C:25]([C:27]2[CH:32]=[CH:31][C:30]([O:33][CH3:34])=[CH:29][CH:28]=2)=O)=[CH:23][CH:22]=1.C1COCC1.C(N(CC)CC)C. The catalyst is [Ti](Cl)(Cl)(Cl)Cl.C(Cl)Cl.O. The product is [CH3:34][O:33][C:30]1[CH:29]=[CH:28][C:27]([C:25]([C:24]2[CH:35]=[CH:36][C:21]([O:20][CH3:19])=[CH:22][CH:23]=2)=[N:18][CH2:17][C:11]2[CH:10]=[C:9]3[C:14]([CH:15]=[CH:16][C:7]([C:1]4[CH:2]=[CH:3][CH:4]=[CH:5][CH:6]=4)=[N:8]3)=[CH:13][CH:12]=2)=[CH:32][CH:31]=1. The yield is 0.740. (6) The reactants are [N+:1]([C:4]1[CH:5]=[C:6]([CH:9]=[CH:10][CH:11]=1)[CH:7]=O)([O-:3])=[O:2].[CH2:12]([O:14][C:15](=[O:36])[CH:16]=P(C1C=CC=CC=1)(C1C=CC=CC=1)C1C=CC=CC=1)[CH3:13]. The catalyst is C(Cl)Cl. The product is [CH2:12]([O:14][C:15](=[O:36])[CH:16]=[CH:7][C:6]1[CH:9]=[CH:10][CH:11]=[C:4]([N+:1]([O-:3])=[O:2])[CH:5]=1)[CH3:13]. The yield is 0.746.